From a dataset of Peptide-MHC class I binding affinity with 185,985 pairs from IEDB/IMGT. Regression. Given a peptide amino acid sequence and an MHC pseudo amino acid sequence, predict their binding affinity value. This is MHC class I binding data. (1) The peptide sequence is PYCTIAPVGI. The MHC is HLA-A26:01 with pseudo-sequence HLA-A26:01. The binding affinity (normalized) is 0. (2) The peptide sequence is IAFCNWAFV. The MHC is HLA-B15:01 with pseudo-sequence HLA-B15:01. The binding affinity (normalized) is 0.0847. (3) The peptide sequence is QFPGQQQPF. The MHC is HLA-A24:02 with pseudo-sequence HLA-A24:02. The binding affinity (normalized) is 0.398. (4) The peptide sequence is FADSDNIAM. The MHC is HLA-B35:01 with pseudo-sequence HLA-B35:01. The binding affinity (normalized) is 1.00. (5) The peptide sequence is ELKGMSYAM. The MHC is HLA-B08:01 with pseudo-sequence HLA-B08:01. The binding affinity (normalized) is 0.635. (6) The MHC is HLA-B27:05 with pseudo-sequence HLA-B27:05. The binding affinity (normalized) is 0. The peptide sequence is GDAYFSIPLD.